From a dataset of Full USPTO retrosynthesis dataset with 1.9M reactions from patents (1976-2016). Predict the reactants needed to synthesize the given product. Given the product [CH3:29][O:30][C:31](=[O:45])[C:32]1[CH:37]=[CH:36][C:35]([NH:38][CH:39]([CH2:40][CH3:41])[CH2:42][CH3:43])=[C:34]([NH:44][C:7](=[O:9])[CH2:6][C:5]2[S:1][CH:2]=[N:3][CH:4]=2)[CH:33]=1, predict the reactants needed to synthesize it. The reactants are: [S:1]1[C:5]([CH2:6][C:7]([OH:9])=O)=[CH:4][N:3]=[CH:2]1.C1C=NC2N(O)N=NC=2C=1.CCN(C(C)C)C(C)C.[CH3:29][O:30][C:31](=[O:45])[C:32]1[CH:37]=[CH:36][C:35]([NH:38][CH:39]([CH2:42][CH3:43])[CH2:40][CH3:41])=[C:34]([NH2:44])[CH:33]=1.